Dataset: Retrosynthesis with 50K atom-mapped reactions and 10 reaction types from USPTO. Task: Predict the reactants needed to synthesize the given product. (1) Given the product CC(=O)Nc1cn2nc(-c3cnc(Cl)c(NS(=O)(=O)c4ccc(F)cc4)c3)ccc2n1, predict the reactants needed to synthesize it. The reactants are: CC(=O)Nc1cn2nc(Cl)ccc2n1.O=S(=O)(Nc1cc(Br)cnc1Cl)c1ccc(F)cc1. (2) Given the product CSc1ccc(-c2ccc(OCC3CCN(C(=O)OC(C)C)CC3)cc2)cc1, predict the reactants needed to synthesize it. The reactants are: CC(C)OC(=O)N1CCC(COc2ccc(Br)cc2)CC1.CSc1ccc(B(O)O)cc1. (3) Given the product O=C(C1CN(S(=O)(=O)c2ccccc2)C(=O)N1c1ccccc1Cl)N1CCN(c2nc3ccccc3o2)CC1, predict the reactants needed to synthesize it. The reactants are: O=C(O)C1CN(S(=O)(=O)c2ccccc2)C(=O)N1c1ccccc1Cl.c1ccc2oc(N3CCNCC3)nc2c1. (4) Given the product Cc1cnc(C)c(C)c1Cl, predict the reactants needed to synthesize it. The reactants are: Cc1nc(Cl)c(C)c(Cl)c1C. (5) Given the product OCCOCCNc1ccc(-n2cnc3ccccc32)cc1, predict the reactants needed to synthesize it. The reactants are: Brc1ccc(-n2cnc3ccccc32)cc1.NCCOCCO. (6) Given the product COC(=O)[C@@H]1C[C@@H](OCc2cccc(I)c2)CN1C(=O)OC(C)(C)C, predict the reactants needed to synthesize it. The reactants are: BrCc1cccc(I)c1.COC(=O)[C@@H]1C[C@@H](O)CN1C(=O)OC(C)(C)C.